Task: Predict the reactants needed to synthesize the given product.. Dataset: Full USPTO retrosynthesis dataset with 1.9M reactions from patents (1976-2016) Given the product [CH2:1]([O:8][C:9](=[O:36])[N:10]([C@@H:13]1[CH2:21][C:20]2[C:15](=[CH:16][CH:17]=[C:18]([NH2:22])[CH:19]=2)[CH2:14]1)[CH2:11][CH3:12])[C:2]1[CH:7]=[CH:6][CH:5]=[CH:4][CH:3]=1, predict the reactants needed to synthesize it. The reactants are: [CH2:1]([O:8][C:9](=[O:36])[N:10]([C@@H:13]1[CH2:21][C:20]2[C:15](=[CH:16][CH:17]=[C:18]([N:22]=C(C3C=CC=CC=3)C3C=CC=CC=3)[CH:19]=2)[CH2:14]1)[CH2:11][CH3:12])[C:2]1[CH:7]=[CH:6][CH:5]=[CH:4][CH:3]=1.Cl.NO.CC([O-])=O.[Na+].